This data is from Reaction yield outcomes from USPTO patents with 853,638 reactions. The task is: Predict the reaction yield, written as a fraction of the theoretical maximum amount of product (1.0 means a 100% yield; for example, 0.34 means a 34% yield). (1) The reactants are [CH3:1][O:2][C:3]1[CH:8]=[CH:7][C:6]([O:9][CH3:10])=[CH:5][C:4]=1[S:11][C:12]1[NH:13][C:14]2[C:19]([N:20]=1)=[C:18]([NH2:21])[N:17]=[CH:16][N:15]=2.Br[CH2:23][C:24]1[CH:29]=[CH:28][C:27]([N+:30]([O-:32])=[O:31])=[CH:26][CH:25]=1. No catalyst specified. The product is [CH3:1][O:2][C:3]1[CH:8]=[CH:7][C:6]([O:9][CH3:10])=[CH:5][C:4]=1[S:11][C:12]1[N:13]([CH2:23][C:24]2[CH:29]=[CH:28][C:27]([N+:30]([O-:32])=[O:31])=[CH:26][CH:25]=2)[C:14]2[C:19]([N:20]=1)=[C:18]([NH2:21])[N:17]=[CH:16][N:15]=2. The yield is 0.100. (2) The reactants are Br[C:2]1[CH:3]=[C:4]2[C:8](=[CH:9][CH:10]=1)[C:7](=[O:11])[N:6]([CH2:12][C:13]1[CH:18]=[CH:17][C:16]([O:19][C:20]3[CH:25]=[CH:24][CH:23]=[CH:22][CH:21]=3)=[CH:15][CH:14]=1)[CH2:5]2.[CH3:26][N:27]([CH3:31])[CH2:28][C:29]#[CH:30]. The catalyst is C(NC(C)C)(C)C.Cl[Pd](Cl)([P](C1C=CC=CC=1)(C1C=CC=CC=1)C1C=CC=CC=1)[P](C1C=CC=CC=1)(C1C=CC=CC=1)C1C=CC=CC=1.[Cu]I. The product is [CH3:26][N:27]([CH3:31])[CH2:28][C:29]#[C:30][C:2]1[CH:3]=[C:4]2[C:8](=[CH:9][CH:10]=1)[C:7](=[O:11])[N:6]([CH2:12][C:13]1[CH:18]=[CH:17][C:16]([O:19][C:20]3[CH:21]=[CH:22][CH:23]=[CH:24][CH:25]=3)=[CH:15][CH:14]=1)[CH2:5]2. The yield is 0.620. (3) The reactants are [O:1]=[C:2]1[CH:7]=[C:6]([C:8]([NH:10][NH2:11])=O)[CH:5]=[CH:4][N:3]1[CH2:12][O:13][CH2:14][CH2:15][Si:16]([CH3:19])([CH3:18])[CH3:17].[CH3:20][N:21]=[C:22]=[S:23]. The catalyst is CO.O. The product is [SH:23][C:22]1[N:21]([CH3:20])[C:8]([C:6]2[CH:5]=[CH:4][N:3]([CH2:12][O:13][CH2:14][CH2:15][Si:16]([CH3:19])([CH3:18])[CH3:17])[C:2](=[O:1])[CH:7]=2)=[N:10][N:11]=1. The yield is 0.560. (4) The reactants are [Cl:1][C:2]1[CH:7]=[CH:6][CH:5]=[C:4]([Cl:8])[C:3]=1[CH:9]1[C:14]([C:15]([O:17][CH3:18])=[O:16])=[C:13]([CH2:19][CH2:20][C:21]2[S:22][CH:23]=[CH:24][N:25]=2)[NH:12][C:11]([CH2:26][C:27]([O:29]CC)=[O:28])=[C:10]1[C:32]([O:34][CH2:35][CH3:36])=[O:33].O.CCOCC. The catalyst is O1CCOCC1. The product is [Cl:8][C:4]1[CH:5]=[CH:6][CH:7]=[C:2]([Cl:1])[C:3]=1[CH:9]1[C:14]([C:15]([O:17][CH3:18])=[O:16])=[C:13]([CH2:19][CH2:20][C:21]2[S:22][CH:23]=[CH:24][N:25]=2)[NH:12][C:11]([CH2:26][C:27]([OH:29])=[O:28])=[C:10]1[C:32]([O:34][CH2:35][CH3:36])=[O:33]. The yield is 0.870. (5) The reactants are C[O:2][C:3]([C:5]1[CH:6]=[C:7]([C:16]2[CH:21]=[C:20]([CH:22]=[O:23])[CH:19]=[CH:18][C:17]=2[O:24][C:25]([F:28])([F:27])[F:26])[C:8]2[O:12][CH2:11][C:10]([CH3:14])([CH3:13])[C:9]=2[CH:15]=1)=[O:4].[OH-].[K+]. The catalyst is CO. The product is [CH:22]([C:20]1[CH:19]=[CH:18][C:17]([O:24][C:25]([F:26])([F:27])[F:28])=[C:16]([C:7]2[C:8]3[O:12][CH2:11][C:10]([CH3:14])([CH3:13])[C:9]=3[CH:15]=[C:5]([C:3]([OH:4])=[O:2])[CH:6]=2)[CH:21]=1)=[O:23]. The yield is 0.100. (6) The reactants are [NH2:1][C:2]1[CH:3]=[C:4]([CH:19]=[CH:20][CH:21]=1)[O:5][C:6]1[C:15]2[C:10](=[CH:11][C:12]([O:17][CH3:18])=[C:13]([OH:16])[CH:14]=2)[N:9]=[CH:8][N:7]=1.[C:22]([C:26]1[O:30][N:29]=[C:28]([NH:31][C:32](=O)[O:33]C2C=CC=CC=2)[CH:27]=1)([CH3:25])([CH3:24])[CH3:23]. The catalyst is CN(C=O)C. The product is [C:22]([C:26]1[O:30][N:29]=[C:28]([NH:31][C:32]([NH:1][C:2]2[CH:21]=[CH:20][CH:19]=[C:4]([O:5][C:6]3[C:15]4[C:10](=[CH:11][C:12]([O:17][CH3:18])=[C:13]([OH:16])[CH:14]=4)[N:9]=[CH:8][N:7]=3)[CH:3]=2)=[O:33])[CH:27]=1)([CH3:25])([CH3:23])[CH3:24]. The yield is 0.875.